Predict the reactants needed to synthesize the given product. From a dataset of Full USPTO retrosynthesis dataset with 1.9M reactions from patents (1976-2016). (1) Given the product [CH:1]1([NH:4][C:5]([C@H:7]2[CH2:11][CH2:10][CH2:9][N:8]2[C:12]2[CH:13]=[CH:14][C:15]([NH:18][C:19]3[N:21]=[C:26]([C:28]4[N:32]([CH:33]([CH3:35])[CH3:34])[C:31]([CH3:36])=[N:30][CH:29]=4)[CH:25]=[CH:24][N:20]=3)=[CH:16][CH:17]=2)=[O:6])[CH2:3][CH2:2]1, predict the reactants needed to synthesize it. The reactants are: [CH:1]1([NH:4][C:5]([C@H:7]2[CH2:11][CH2:10][CH2:9][N:8]2[C:12]2[CH:17]=[CH:16][C:15]([NH:18][C:19]([NH2:21])=[NH:20])=[CH:14][CH:13]=2)=[O:6])[CH2:3][CH2:2]1.CN(C)/[CH:24]=[CH:25]/[C:26]([C:28]1[N:32]([CH:33]([CH3:35])[CH3:34])[C:31]([CH3:36])=[N:30][CH:29]=1)=O. (2) Given the product [Br:3][C:17]1[C:16]([N+:21]([O-:23])=[O:22])=[CH:15][C:14]([CH2:13][C:10]2[CH:11]=[CH:12][C:7]([F:6])=[CH:8][CH:9]=2)=[CH:19][N:18]=1, predict the reactants needed to synthesize it. The reactants are: P(Br)(Br)([Br:3])=O.[F:6][C:7]1[CH:12]=[CH:11][C:10]([CH2:13][C:14]2[CH:15]=[C:16]([N+:21]([O-:23])=[O:22])[C:17](=O)[NH:18][CH:19]=2)=[CH:9][CH:8]=1.CN(C=O)C.[OH-].[Na+]. (3) Given the product [CH2:1]=[CH:2][C:3]1[CH:8]=[CH:7][CH:6]=[CH:5][CH:4]=1.[CH2:9]=[CH:10][C:11](=[CH2:12])[CH3:13].[C:14]([OH:18])(=[O:17])[CH:15]=[CH2:16], predict the reactants needed to synthesize it. The reactants are: [CH2:1]=[CH:2][C:3]1[CH:8]=[CH:7][CH:6]=[CH:5][CH:4]=1.[CH2:9]=[CH:10][C:11](=[CH2:13])[CH3:12].[C:14]([OH:18])(=[O:17])[CH:15]=[CH2:16]. (4) Given the product [ClH:34].[ClH:36].[C:1]([NH:5][C:6](=[O:35])[C:7]1[CH:12]=[CH:11][CH:10]=[C:9]([O:13][C:14]2[CH:19]=[CH:18][C:17]([NH:20][C:21]3[C:31]4[CH:30]=[C:29]([CH2:32][N:38]([CH2:39][C:40]#[N:41])[CH3:37])[CH2:28][CH2:27][NH:26][C:25]=4[N:24]=[CH:23][N:22]=3)=[CH:16][C:15]=2[Cl:34])[CH:8]=1)([CH3:2])([CH3:3])[CH3:4], predict the reactants needed to synthesize it. The reactants are: [C:1]([NH:5][C:6](=[O:35])[C:7]1[CH:12]=[CH:11][CH:10]=[C:9]([O:13][C:14]2[CH:19]=[CH:18][C:17]([NH:20][C:21]3[C:31]4[CH:30]=[C:29]([CH:32]=O)[CH2:28][CH2:27][NH:26][C:25]=4[N:24]=[CH:23][N:22]=3)=[CH:16][C:15]=2[Cl:34])[CH:8]=1)([CH3:4])([CH3:3])[CH3:2].[ClH:36].[CH3:37][NH:38][CH2:39][C:40]#[N:41].C(O[BH-](OC(=O)C)OC(=O)C)(=O)C.[Na+].Cl.C(OCC)(=O)C. (5) Given the product [Cl:41][C:42]1[C:47]([S:48]([N:22]2[C:23]([C:24]3[C:25]([F:30])=[N:26][CH:27]=[CH:28][CH:29]=3)=[C:19]([F:18])[C:20]([CH2:31][N:32]([CH3:40])[C:33](=[O:39])[O:34][C:35]([CH3:36])([CH3:37])[CH3:38])=[CH:21]2)(=[O:50])=[O:49])=[CH:46][CH:45]=[CH:44][N:43]=1, predict the reactants needed to synthesize it. The reactants are: [H-].[Na+].C1OCCOCCOCCOCCOC1.[F:18][C:19]1[C:20]([CH2:31][N:32]([CH3:40])[C:33](=[O:39])[O:34][C:35]([CH3:38])([CH3:37])[CH3:36])=[CH:21][NH:22][C:23]=1[C:24]1[C:25]([F:30])=[N:26][CH:27]=[CH:28][CH:29]=1.[Cl:41][C:42]1[C:47]([S:48](Cl)(=[O:50])=[O:49])=[CH:46][CH:45]=[CH:44][N:43]=1.